Dataset: Catalyst prediction with 721,799 reactions and 888 catalyst types from USPTO. Task: Predict which catalyst facilitates the given reaction. (1) Reactant: [F:1][C:2]([F:19])([F:18])[C:3]([NH:5][C@@H:6]1[C:14]2[C:9](=[CH:10][CH:11]=[C:12]([O:15][CH3:16])[CH:13]=2)[C@H:8]([OH:17])[CH2:7]1)=[O:4].[Li][CH2:21][CH2:22][CH2:23]C.C(Br)C=C. Product: [CH2:23]([O:17][C@H:8]1[C:9]2[C:14](=[CH:13][C:12]([O:15][CH3:16])=[CH:11][CH:10]=2)[C@@H:6]([NH:5][C:3](=[O:4])[C:2]([F:18])([F:19])[F:1])[CH2:7]1)[CH:22]=[CH2:21]. The catalyst class is: 1. (2) Reactant: [NH2:1][C:2]1[CH:3]=[CH:4][C:5]([O:12][CH3:13])=[C:6]([CH:11]=1)[C:7]([O:9][CH3:10])=[O:8].[N:14]([O-])=O.[Na+].Cl. Product: [NH:1]([C:2]1[CH:3]=[CH:4][C:5]([O:12][CH3:13])=[C:6]([CH:11]=1)[C:7]([O:9][CH3:10])=[O:8])[NH2:14]. The catalyst class is: 6. (3) Reactant: [I:1][C:2]1[C:10]2[C:5](=[CH:6][CH:7]=[C:8]([C:11](OC)=[O:12])[CH:9]=2)[NH:4][N:3]=1. Product: [I:1][C:2]1[C:10]2[C:5](=[CH:6][CH:7]=[C:8]([CH2:11][OH:12])[CH:9]=2)[NH:4][N:3]=1. The catalyst class is: 4. (4) Reactant: [N:1]1[C:5]2[CH:6]=[CH:7][CH:8]=[CH:9][C:4]=2[NH:3][CH:2]=1.[H-].[Na+].Cl[CH2:13][C:14]1[CH:19]=[CH:18][C:17]([C:20]2[O:21][CH:22]=[C:23]([C:25]([O:27][CH2:28][CH3:29])=[O:26])[N:24]=2)=[CH:16][CH:15]=1. Product: [N:1]1([CH2:13][C:14]2[CH:15]=[CH:16][C:17]([C:20]3[O:21][CH:22]=[C:23]([C:25]([O:27][CH2:28][CH3:29])=[O:26])[N:24]=3)=[CH:18][CH:19]=2)[C:5]2[CH:6]=[CH:7][CH:8]=[CH:9][C:4]=2[N:3]=[CH:2]1. The catalyst class is: 3. (5) Product: [Cl:24][CH2:23][O:16][C:15](=[O:17])[CH2:14][CH:11]1[CH2:12][CH2:13][N:8]([C:6]([O:5][C:1]([CH3:4])([CH3:2])[CH3:3])=[O:7])[CH2:9][CH2:10]1. The catalyst class is: 6. Reactant: [C:1]([O:5][C:6]([N:8]1[CH2:13][CH2:12][CH:11]([CH2:14][C:15]([OH:17])=[O:16])[CH2:10][CH2:9]1)=[O:7])([CH3:4])([CH3:3])[CH3:2].C([O-])(O)=O.[Na+].[CH2:23](Cl)[Cl:24]. (6) Reactant: [F:1][C:2]([F:7])([F:6])[C:3]([OH:5])=[O:4].C(OC([NH:15][C@H:16]([C@@H:36]([OH:49])[CH2:37][C@H:38]([C:42](=[O:48])[NH:43][CH2:44][CH2:45][CH2:46][CH3:47])[CH:39]([CH3:41])[CH3:40])[CH2:17][C@@H:18]([CH:33]([CH3:35])[CH3:34])[CH2:19][NH:20][C:21](=[O:32])[C:22]1[CH:27]=[CH:26][CH:25]=[CH:24][C:23]=1[O:28]COC)=O)(C)(C)C.C1(C)C=CC=CC=1. Product: [F:1][C:2]([F:7])([F:6])[C:3]([OH:5])=[O:4].[NH2:15][C@H:16]([C@@H:36]([OH:49])[CH2:37][C@H:38]([C:42](=[O:48])[NH:43][CH2:44][CH2:45][CH2:46][CH3:47])[CH:39]([CH3:40])[CH3:41])[CH2:17][C@@H:18]([CH:33]([CH3:34])[CH3:35])[CH2:19][NH:20][C:21](=[O:32])[C:22]1[CH:27]=[CH:26][CH:25]=[CH:24][C:23]=1[OH:28]. The catalyst class is: 4. (7) Reactant: [CH2:1]([O:8][C:9]1[CH:14]=[CH:13][C:12]([C:15]([C:17]2[C:22](F)=[CH:21][CH:20]=[CH:19][N:18]=2)=O)=[CH:11][CH:10]=1)[C:2]1[CH:7]=[CH:6][CH:5]=[CH:4][CH:3]=1.O.[NH2:25][NH2:26]. Product: [CH2:1]([O:8][C:9]1[CH:14]=[CH:13][C:12]([C:15]2[C:17]3=[N:18][CH:19]=[CH:20][CH:21]=[C:22]3[NH:26][N:25]=2)=[CH:11][CH:10]=1)[C:2]1[CH:7]=[CH:6][CH:5]=[CH:4][CH:3]=1. The catalyst class is: 14. (8) Reactant: [F:1][C:2]([F:14])([F:13])[C:3](=O)[CH2:4][C:5]([C:7]1[O:8][CH:9]=[CH:10][CH:11]=1)=O.C([O-])(=O)C.[Na+].Cl.[Cl:21][C:22]1[CH:27]=[CH:26][CH:25]=[CH:24][C:23]=1[NH:28][NH2:29]. Product: [Cl:21][C:22]1[CH:27]=[CH:26][CH:25]=[CH:24][C:23]=1[N:28]1[C:5]([C:7]2[O:8][CH:9]=[CH:10][CH:11]=2)=[CH:4][C:3]([C:2]([F:14])([F:13])[F:1])=[N:29]1. The catalyst class is: 15. (9) Product: [F:20][C:18]1[CH:19]=[C:14]([C@@H:12]2[CH2:11][NH:10][C:9](=[O:8])[CH2:13]2)[CH:15]=[C:16]([F:22])[C:17]=1[F:21]. The catalyst class is: 4. Reactant: C(O)(C(F)(F)F)=O.[O:8]=[C:9]1[CH2:13][C@H:12]([C:14]2[CH:19]=[C:18]([F:20])[C:17]([F:21])=[C:16]([F:22])[CH:15]=2)[CH2:11][N:10]1C(OC(C)(C)C)=O. (10) Reactant: [Cl:1][C:2]1[CH:3]=[C:4]([CH:7]=[C:8]([O:10][C:11]2[C:19]([Cl:20])=[CH:18][CH:17]=[C:16]3[C:12]=2[CH:13]=[N:14][N:15]3[CH2:21][C:22]2[C:30]3[C:25](=[N:26][C:27]([NH:31]CC4C=CC(OC)=CC=4)=[CH:28][CH:29]=3)[N:24](CC3C=CC(OC)=CC=3)[N:23]=2)[CH:9]=1)[C:5]#[N:6]. Product: [NH2:31][C:27]1[N:26]=[C:25]2[NH:24][N:23]=[C:22]([CH2:21][N:15]3[C:16]4[C:12](=[C:11]([O:10][C:8]5[CH:7]=[C:4]([CH:3]=[C:2]([Cl:1])[CH:9]=5)[C:5]#[N:6])[C:19]([Cl:20])=[CH:18][CH:17]=4)[CH:13]=[N:14]3)[C:30]2=[CH:29][CH:28]=1. The catalyst class is: 67.